Dataset: NCI-60 drug combinations with 297,098 pairs across 59 cell lines. Task: Regression. Given two drug SMILES strings and cell line genomic features, predict the synergy score measuring deviation from expected non-interaction effect. (1) Drug 1: CC12CCC3C(C1CCC2=O)CC(=C)C4=CC(=O)C=CC34C. Drug 2: C1C(C(OC1N2C=NC3=C2NC=NCC3O)CO)O. Cell line: M14. Synergy scores: CSS=21.7, Synergy_ZIP=3.47, Synergy_Bliss=2.42, Synergy_Loewe=3.11, Synergy_HSA=2.67. (2) Drug 1: C1CC(=O)NC(=O)C1N2CC3=C(C2=O)C=CC=C3N. Drug 2: CC(C)(C#N)C1=CC(=CC(=C1)CN2C=NC=N2)C(C)(C)C#N. Cell line: KM12. Synergy scores: CSS=1.35, Synergy_ZIP=-4.73, Synergy_Bliss=-8.51, Synergy_Loewe=-4.78, Synergy_HSA=-4.79. (3) Drug 1: CC(C1=C(C=CC(=C1Cl)F)Cl)OC2=C(N=CC(=C2)C3=CN(N=C3)C4CCNCC4)N. Drug 2: CC1CCC2CC(C(=CC=CC=CC(CC(C(=O)C(C(C(=CC(C(=O)CC(OC(=O)C3CCCCN3C(=O)C(=O)C1(O2)O)C(C)CC4CCC(C(C4)OC)OCCO)C)C)O)OC)C)C)C)OC. Cell line: OVCAR-4. Synergy scores: CSS=18.4, Synergy_ZIP=0.933, Synergy_Bliss=-0.959, Synergy_Loewe=-14.9, Synergy_HSA=-1.48. (4) Drug 1: N.N.Cl[Pt+2]Cl. Drug 2: CC1C(C(CC(O1)OC2CC(CC3=C2C(=C4C(=C3O)C(=O)C5=CC=CC=C5C4=O)O)(C(=O)C)O)N)O. Cell line: SF-268. Synergy scores: CSS=37.9, Synergy_ZIP=3.09, Synergy_Bliss=3.93, Synergy_Loewe=-38.5, Synergy_HSA=3.61. (5) Drug 1: CN(C)N=NC1=C(NC=N1)C(=O)N. Drug 2: CC1CCCC2(C(O2)CC(NC(=O)CC(C(C(=O)C(C1O)C)(C)C)O)C(=CC3=CSC(=N3)C)C)C. Cell line: M14. Synergy scores: CSS=-4.82, Synergy_ZIP=2.96, Synergy_Bliss=1.47, Synergy_Loewe=-5.18, Synergy_HSA=-2.86. (6) Drug 1: CC1OCC2C(O1)C(C(C(O2)OC3C4COC(=O)C4C(C5=CC6=C(C=C35)OCO6)C7=CC(=C(C(=C7)OC)O)OC)O)O. Drug 2: C1CNP(=O)(OC1)N(CCCl)CCCl. Cell line: BT-549. Synergy scores: CSS=27.7, Synergy_ZIP=1.37, Synergy_Bliss=0.844, Synergy_Loewe=-22.8, Synergy_HSA=0.867. (7) Drug 1: CN(C(=O)NC(C=O)C(C(C(CO)O)O)O)N=O. Drug 2: C1C(C(OC1N2C=NC(=NC2=O)N)CO)O. Cell line: CAKI-1. Synergy scores: CSS=5.05, Synergy_ZIP=-1.17, Synergy_Bliss=5.58, Synergy_Loewe=2.98, Synergy_HSA=2.94.